The task is: Predict which catalyst facilitates the given reaction.. This data is from Catalyst prediction with 721,799 reactions and 888 catalyst types from USPTO. (1) Reactant: Cl[C:2]1[CH:3]=[C:4]([C:13]2[CH:18]=[CH:17][CH:16]=[CH:15][CH:14]=2)[CH:5]([C:8]([O:10][CH2:11][CH3:12])=[O:9])[CH2:6][CH:7]=1.Cl[C:20]1[CH2:25][CH2:24][C:23]([C:26]([O:28]CC)=[O:27])=[C:22]([C:31]2[CH:36]=[CH:35][CH:34]=[CH:33][CH:32]=2)[CH:21]=1.C[O-].[Na+]. Product: [C:13]1([C:4]2[CH:3]=[CH:2][CH:7]=[CH:6][C:5]=2[C:8]([O:10][CH2:11][CH3:12])=[O:9])[CH:14]=[CH:15][CH:16]=[CH:17][CH:18]=1.[C:31]1([C:22]2[CH:21]=[CH:20][CH:25]=[CH:24][C:23]=2[C:26]([OH:28])=[O:27])[CH:32]=[CH:33][CH:34]=[CH:35][CH:36]=1. The catalyst class is: 5. (2) Reactant: [OH:1][C:2]1[CH:3]=[C:4]2[C:8](=[CH:9][C:10]=1[O:11][CH3:12])[C:7](=[O:13])[CH2:6][CH2:5]2.Cl[CH2:15][CH:16]1[CH2:18][O:17]1.C(=O)([O-])[O-].[K+].[K+]. Product: [CH3:12][O:11][C:10]1[CH:9]=[C:8]2[C:4]([CH2:5][CH2:6][C:7]2=[O:13])=[CH:3][C:2]=1[O:1][CH2:15][CH:16]1[CH2:18][O:17]1. The catalyst class is: 39. (3) Reactant: Cl.[NH2:2][C@H:3]([CH2:6][CH2:7][C:8]1[CH:12]=[CH:11][S:10][CH:9]=1)[CH2:4][OH:5].[C:13]([N:17]=[C:18]=[S:19])([CH3:16])([CH3:15])[CH3:14].C(N(CC)CC)C. Product: [C:13]([NH:17][C:18]([NH:2][C@H:3]([CH2:6][CH2:7][C:8]1[CH:12]=[CH:11][S:10][CH:9]=1)[CH2:4][OH:5])=[S:19])([CH3:16])([CH3:15])[CH3:14]. The catalyst class is: 8. (4) Reactant: [F:1][C:2]1[CH:3]=[CH:4][C:5]2[C:6]3[CH2:18][C:17]4[C:12](=[CH:13][CH:14]=[CH:15][CH:16]=4)[C:7]=3[N:8]([CH3:11])[C:9]=2[CH:10]=1.[Li]CCCC.[CH3:24][Si:25](Cl)([CH3:27])[CH3:26]. Product: [F:1][C:2]1[CH:3]=[CH:4][C:5]2[C:6]3[CH:18]([Si:25]([CH3:27])([CH3:26])[CH3:24])[C:17]4[C:12](=[CH:13][CH:14]=[CH:15][CH:16]=4)[C:7]=3[N:8]([CH3:11])[C:9]=2[CH:10]=1. The catalyst class is: 28. (5) Reactant: C(C1[S:7][C:6]([C:8](=[O:19])[CH2:9][C:10](=[O:18])[C:11]([F:17])([F:16])[C:12]([F:15])([F:14])[F:13])=[CH:5][CH:4]=1)#N.S(=O)(=O)(O)O.[C:25]([OH:28])(=[O:27])[CH3:26]. Product: [C:25]([C:26]1[S:7][C:6]([C:8](=[O:19])[CH2:9][C:10](=[O:18])[C:11]([F:17])([F:16])[C:12]([F:13])([F:14])[F:15])=[CH:5][CH:4]=1)([OH:28])=[O:27]. The catalyst class is: 6. (6) Reactant: Cl.Cl.[CH3:3][O:4][C:5](=[O:14])[C@H:6]([CH2:8][C:9]1[N:13]=[CH:12][NH:11][CH:10]=1)[NH2:7].C[O-].[Na+].[Na].[C:19]([CH2:21][C:22](OC)=[O:23])#[N:20]. Product: [C:19]([CH2:21][C:22]([NH:7][C@@H:6]([CH2:8][C:9]1[N:13]=[CH:12][NH:11][CH:10]=1)[C:5]([O:4][CH3:3])=[O:14])=[O:23])#[N:20]. The catalyst class is: 5. (7) The catalyst class is: 69. Product: [C:19]([O:23][C:24]([N:26]1[CH2:31][CH2:30][CH:29]2[CH:27]1[CH2:28]2)=[O:25])([CH3:22])([CH3:21])[CH3:20]. Reactant: CN(CCN(C)C)C.C([Li])(CC)C.C1COCC1.[C:19]([O:23][C:24]([N:26]1[CH2:31][CH2:30][CH:29](Cl)[CH2:28][CH2:27]1)=[O:25])([CH3:22])([CH3:21])[CH3:20]. (8) Reactant: [CH3:1][O:2][C:3]1[CH:8]=[CH:7][CH:6]=[C:5]([CH2:9][OH:10])[C:4]=1[CH2:11][OH:12].N1C=CN=C1.[C:18]([Si:22](Cl)([CH3:24])[CH3:23])([CH3:21])([CH3:20])[CH3:19].O. Product: [Si:22]([O:10][CH2:9][C:5]1[CH:6]=[CH:7][CH:8]=[C:3]([O:2][CH3:1])[C:4]=1[CH2:11][OH:12])([C:18]([CH3:21])([CH3:20])[CH3:19])([CH3:24])[CH3:23]. The catalyst class is: 7. (9) Reactant: [Cl:1][C:2]1[CH:9]=[C:8]([F:10])[CH:7]=[CH:6][C:3]=1[CH:4]=[O:5].[CH:11]1([Mg]Br)[CH2:13][CH2:12]1.C1(C(C2C=CC(Cl)=CC=2)O)CC1. Product: [CH:11]1([CH:4]([C:3]2[CH:6]=[CH:7][C:8]([F:10])=[CH:9][C:2]=2[Cl:1])[OH:5])[CH2:13][CH2:12]1. The catalyst class is: 7.